Regression. Given a peptide amino acid sequence and an MHC pseudo amino acid sequence, predict their binding affinity value. This is MHC class I binding data. From a dataset of Peptide-MHC class I binding affinity with 185,985 pairs from IEDB/IMGT. (1) The peptide sequence is RVRDNMTKK. The MHC is HLA-B46:01 with pseudo-sequence HLA-B46:01. The binding affinity (normalized) is 0.0847. (2) The peptide sequence is RMAATAQVL. The MHC is BoLA-JSP.1 with pseudo-sequence BoLA-JSP.1. The binding affinity (normalized) is 0.0641. (3) The peptide sequence is QITHTGEKPY. The MHC is HLA-B15:01 with pseudo-sequence HLA-B15:01. The binding affinity (normalized) is 0.413. (4) The peptide sequence is KYMDNELVY. The MHC is HLA-A11:01 with pseudo-sequence HLA-A11:01. The binding affinity (normalized) is 0.0847. (5) The peptide sequence is YTDDYPMYK. The MHC is HLA-A26:01 with pseudo-sequence HLA-A26:01. The binding affinity (normalized) is 0.0847. (6) The peptide sequence is RTMPLSRFT. The MHC is HLA-A68:02 with pseudo-sequence HLA-A68:02. The binding affinity (normalized) is 0.221.